This data is from Forward reaction prediction with 1.9M reactions from USPTO patents (1976-2016). The task is: Predict the product of the given reaction. (1) Given the reactants [Cl:1][C:2]1[CH:3]=[CH:4][C:5]([NH:11][C:12]2[C:20]3[C:15](=[CH:16][N:17]=[CH:18][CH:19]=3)[O:14][C:13]=2[C:21]([NH:23][NH2:24])=[O:22])=[C:6]2[C:10]=1[NH:9][N:8]=[CH:7]2.[C:25](O)(=O)C, predict the reaction product. The product is: [Cl:1][C:2]1[CH:3]=[CH:4][C:5]([NH:11][C:12]2[C:20]3[C:15](=[CH:16][N:17]=[CH:18][CH:19]=3)[O:14][C:13]=2[C:21]2[O:22][CH:25]=[N:24][N:23]=2)=[C:6]2[C:10]=1[NH:9][N:8]=[CH:7]2. (2) Given the reactants [N+:1]([C:4]1[CH:9]=[CH:8][CH:7]=[CH:6][C:5]=1[C:10]1[S:11][C:12]([C:15]2[CH:20]=[CH:19][CH:18]=[CH:17][CH:16]=2)=[CH:13][N:14]=1)([O-])=O, predict the reaction product. The product is: [C:15]1([C:12]2[S:11][C:10]([C:5]3[CH:6]=[CH:7][CH:8]=[CH:9][C:4]=3[NH2:1])=[N:14][CH:13]=2)[CH:16]=[CH:17][CH:18]=[CH:19][CH:20]=1. (3) Given the reactants [NH2:1][C:2]1[CH:3]=[C:4]([C:8]2[C:13]([C:14]#[N:15])=[CH:12][N:11]=[C:10]3[CH:16]=[C:17]([C:19]4[CH:24]=[CH:23][N:22]=[CH:21][CH:20]=4)[S:18][C:9]=23)[CH:5]=[CH:6][CH:7]=1.[F:25][C:26]([F:37])([F:36])[C:27]1[CH:28]=[C:29]([N:33]=[C:34]=[O:35])[CH:30]=[CH:31][CH:32]=1, predict the reaction product. The product is: [C:14]([C:13]1[C:8]([C:4]2[CH:3]=[C:2]([NH:1][C:34]([NH:33][C:29]3[CH:30]=[CH:31][CH:32]=[C:27]([C:26]([F:25])([F:36])[F:37])[CH:28]=3)=[O:35])[CH:7]=[CH:6][CH:5]=2)=[C:9]2[S:18][C:17]([C:19]3[CH:24]=[CH:23][N:22]=[CH:21][CH:20]=3)=[CH:16][C:10]2=[N:11][CH:12]=1)#[N:15]. (4) Given the reactants [OH:1][C:2]1[C:3]([CH2:27][OH:28])=[C:4]([CH2:9][NH:10][C:11]([C:13]2[CH:18]=[CH:17][C:16]([C:19]3[CH:24]=[CH:23][C:22]([C:25]#[N:26])=[CH:21][CH:20]=3)=[CH:15][CH:14]=2)=[O:12])[CH:5]=[N:6][C:7]=1[CH3:8].[C:29](=O)([O-])[O-].[Cs+].[Cs+].CI, predict the reaction product. The product is: [OH:28][CH2:27][C:3]1[C:2]([O:1][CH3:29])=[C:7]([CH3:8])[N:6]=[CH:5][C:4]=1[CH2:9][NH:10][C:11]([C:13]1[CH:14]=[CH:15][C:16]([C:19]2[CH:20]=[CH:21][C:22]([C:25]#[N:26])=[CH:23][CH:24]=2)=[CH:17][CH:18]=1)=[O:12]. (5) Given the reactants [OH:1][CH:2]([C:9](=O)[C:10]1[CH:15]=[CH:14][CH:13]=[CH:12][CH:11]=1)[CH2:3][CH2:4][C:5]([O:7][CH3:8])=[O:6].[N:17]1[CH:22]=CC=CC=1.[O:23]1CCCC1.C(Cl)(=O)OC1C=CC=CC=1, predict the reaction product. The product is: [O:23]=[C:22]1[N:17]=[C:9]([C:10]2[CH:15]=[CH:14][CH:13]=[CH:12][CH:11]=2)[CH:2]([CH2:3][CH2:4][C:5]([O:7][CH3:8])=[O:6])[O:1]1. (6) Given the reactants C(O[C:4]([C:6]1[N:11]=[C:10]([N:12]2[CH2:17][CH2:16][CH2:15][CH2:14][CH2:13]2)[C:9]2[N:18]=[C:19]([C:21]3[CH:26]=[CH:25][CH:24]=[CH:23][CH:22]=3)[S:20][C:8]=2[C:7]=1[OH:27])=[O:5])C.[NH2:28][CH2:29][C:30]([OH:32])=[O:31], predict the reaction product. The product is: [OH:27][C:7]1[C:8]2[S:20][C:19]([C:21]3[CH:22]=[CH:23][CH:24]=[CH:25][CH:26]=3)=[N:18][C:9]=2[C:10]([N:12]2[CH2:17][CH2:16][CH2:15][CH2:14][CH2:13]2)=[N:11][C:6]=1[C:4]([NH:28][CH2:29][C:30]([OH:32])=[O:31])=[O:5]. (7) Given the reactants Cl[C:2]1[C:3]2[O:10][C:9]3[CH:11]=[CH:12][CH:13]=[CH:14][C:8]=3[C:4]=2[N:5]=[CH:6][N:7]=1.[CH3:15][C:16]1[CH:17]=[C:18](B(O)O)[CH:19]=[C:20]([CH3:22])[CH:21]=1.C(=O)([O-])[O-].[Na+].[Na+], predict the reaction product. The product is: [CH3:15][C:16]1[CH:17]=[C:18]([C:2]2[C:3]3[O:10][C:9]4[CH:11]=[CH:12][CH:13]=[CH:14][C:8]=4[C:4]=3[N:5]=[CH:6][N:7]=2)[CH:19]=[C:20]([CH3:22])[CH:21]=1. (8) Given the reactants [CH3:1][CH:2]([C@H:4]([NH2:23])[C:5]([O:7][CH2:8][CH2:9][O:10][CH2:11][N:12]1[C:16]2[NH:17][C:18]([NH2:22])=[N:19][C:20](=[O:21])[C:15]=2[N:14]=[CH:13]1)=[O:6])[CH3:3].O.[ClH:25].CC(O)C, predict the reaction product. The product is: [CH3:3][CH:2]([C@H:4]([NH2:23])[C:5]([O:7][CH2:8][CH2:9][O:10][CH2:11][N:12]1[C:16]2[NH:17][C:18]([NH2:22])=[N:19][C:20](=[O:21])[C:15]=2[N:14]=[CH:13]1)=[O:6])[CH3:1].[ClH:25].[NH2:23][C@H:4]([C:5]([OH:7])=[O:6])[CH3:2]. (9) Given the reactants S(C1C=CC(C)=CC=1)([O-])(=O)=O.[NH2:12][C@@H:13]([CH:25]([CH3:27])[CH3:26])[C:14]([O:16][C@H:17]([C:19]1[CH:24]=[CH:23][CH:22]=[CH:21][CH:20]=1)[CH3:18])=[O:15].[P:28](Cl)(Cl)(=[O:40])[O:29][C:30]1[C:39]2[C:34](=[CH:35][CH:36]=[CH:37][CH:38]=2)[CH:33]=[CH:32][CH:31]=1.C(Cl)[Cl:44], predict the reaction product. The product is: [C:19]1([C@@H:17]([O:16][C:14](=[O:15])[C@@H:13]([N:12]=[P:28]([O:29][C:30]2[C:39]3[C:34](=[CH:35][CH:36]=[CH:37][CH:38]=3)[CH:33]=[CH:32][C:31]=2[Cl:44])=[O:40])[CH:25]([CH3:27])[CH3:26])[CH3:18])[CH:24]=[CH:23][CH:22]=[CH:21][CH:20]=1.